Dataset: Full USPTO retrosynthesis dataset with 1.9M reactions from patents (1976-2016). Task: Predict the reactants needed to synthesize the given product. (1) Given the product [NH2:21][C:3]1[CH:4]=[C:5]([CH:19]=[CH:20][C:2]=1[NH2:1])[C:6]([NH:8][C:9]1[CH:18]=[CH:17][C:16]2[C:11](=[CH:12][CH:13]=[CH:14][CH:15]=2)[N:10]=1)=[O:7], predict the reactants needed to synthesize it. The reactants are: [NH2:1][C:2]1[CH:20]=[CH:19][C:5]([C:6]([NH:8][C:9]2[CH:18]=[CH:17][C:16]3[C:11](=[CH:12][CH:13]=[CH:14][CH:15]=3)[N:10]=2)=[O:7])=[CH:4][C:3]=1[N+:21]([O-])=O. (2) Given the product [Cl:1][C:2]1[N:7]=[C:6]([C:8](=[O:10])[CH3:9])[CH:5]=[N:4][CH:3]=1, predict the reactants needed to synthesize it. The reactants are: [Cl:1][C:2]1[N:7]=[C:6]([CH:8]([OH:10])[CH3:9])[CH:5]=[N:4][CH:3]=1. (3) Given the product [CH2:14]([N:11]1[CH2:10][CH:9]=[C:8]([C:5]([CH3:7])([CH3:6])[CH:4]=[O:3])[CH2:13][CH2:12]1)[C:15]1[CH:20]=[CH:19][CH:18]=[CH:17][CH:16]=1, predict the reactants needed to synthesize it. The reactants are: C([O:3][C:4](=O)[C:5]([C:8]1[CH2:9][CH2:10][N:11]([CH2:14][C:15]2[CH:20]=[CH:19][CH:18]=[CH:17][CH:16]=2)[CH2:12][CH:13]=1)([CH3:7])[CH3:6])C.[H-].[H-].[H-].[H-].[Li+].[Al+3].O.[OH-].[Na+]. (4) Given the product [CH3:1][N:2]1[C:3](=[O:31])[C:4]([C:13]2[CH:14]=[CH:15][C:16]([O:19][CH2:20][C:21]3[CH:30]=[CH:29][C:28]4[C:23](=[CH:24][CH:25]=[CH:26][CH:27]=4)[N:22]=3)=[CH:17][CH:18]=2)=[C:5]([C:7]2[CH:8]=[CH:9][N:10]=[CH:11][CH:12]=2)[C:6]1=[O:43], predict the reactants needed to synthesize it. The reactants are: [CH3:1][N:2]1[CH2:6][C:5]([C:7]2[CH:12]=[CH:11][N:10]=[CH:9][CH:8]=2)=[C:4]([C:13]2[CH:18]=[CH:17][C:16]([O:19][CH2:20][C:21]3[CH:30]=[CH:29][C:28]4[C:23](=[CH:24][CH:25]=[CH:26][CH:27]=4)[N:22]=3)=[CH:15][CH:14]=2)[C:3]1=[O:31].C1CCN2C(=NCCC2)CC1.[O:43]=O. (5) Given the product [O:6]=[S:5]1(=[O:7])[CH2:4][CH2:3][CH2:2][N:9]1[CH2:10][C:11]1[N:12]([CH2:23][CH:24]([CH3:26])[CH3:25])[C:13]2[C:18]([CH3:19])=[C:17]([CH3:20])[N:16]=[C:15]([NH2:21])[C:14]=2[N:22]=1, predict the reactants needed to synthesize it. The reactants are: Cl[CH2:2][CH2:3][CH2:4][S:5](Cl)(=[O:7])=[O:6].[NH2:9][CH2:10][C:11]1[N:12]([CH2:23][CH:24]([CH3:26])[CH3:25])[C:13]2[C:18]([CH3:19])=[C:17]([CH3:20])[N:16]=[C:15]([NH2:21])[C:14]=2[N:22]=1.C1CCN2C(=NCCC2)CC1.